Dataset: Reaction yield outcomes from USPTO patents with 853,638 reactions. Task: Predict the reaction yield, written as a fraction of the theoretical maximum amount of product (1.0 means a 100% yield; for example, 0.34 means a 34% yield). (1) The product is [CH3:13][C@H:14]1[CH2:19][N:18]([C:20]2[CH:25]=[CH:24][C:23]([O:26][C:27]([F:29])([F:28])[F:30])=[CH:22][CH:21]=2)[CH2:17][C@@H:16]([CH3:31])[N:15]1[S:32]([C:35]1[CH:43]=[CH:42][CH:41]=[C:40]2[C:36]=1[CH2:37][CH:38]([C:44]#[N:46])[CH2:39]2)(=[O:34])=[O:33]. The catalyst is ClC(Cl)C. The yield is 0.0900. The reactants are C(N(CC)CC)C.P(Cl)(Cl)(Cl)=O.[CH3:13][C@H:14]1[CH2:19][N:18]([C:20]2[CH:25]=[CH:24][C:23]([O:26][C:27]([F:30])([F:29])[F:28])=[CH:22][CH:21]=2)[CH2:17][C@@H:16]([CH3:31])[N:15]1[S:32]([C:35]1[CH:43]=[CH:42][CH:41]=[C:40]2[C:36]=1[CH2:37][CH:38]([C:44]([NH2:46])=O)[CH2:39]2)(=[O:34])=[O:33]. (2) The reactants are O[CH2:2][C:3]1[NH:8][C:7](=[O:9])[C:6]2=[CH:10][N:11]=[C:12]([CH:13]3[CH2:18][CH2:17][O:16][CH2:15][CH2:14]3)[N:5]2[N:4]=1.O=S(Cl)[Cl:21]. The catalyst is C(Cl)Cl. The product is [Cl:21][CH2:2][C:3]1[NH:8][C:7](=[O:9])[C:6]2=[CH:10][N:11]=[C:12]([CH:13]3[CH2:18][CH2:17][O:16][CH2:15][CH2:14]3)[N:5]2[N:4]=1. The yield is 0.860.